This data is from Peptide-MHC class II binding affinity with 134,281 pairs from IEDB. The task is: Regression. Given a peptide amino acid sequence and an MHC pseudo amino acid sequence, predict their binding affinity value. This is MHC class II binding data. (1) The peptide sequence is MRCVGVGNRDFVEGL. The MHC is DRB1_1302 with pseudo-sequence DRB1_1302. The binding affinity (normalized) is 0.195. (2) The peptide sequence is KTLEAAFTVSSKRNL. The MHC is DRB1_1101 with pseudo-sequence DRB1_1101. The binding affinity (normalized) is 0.582.